This data is from Full USPTO retrosynthesis dataset with 1.9M reactions from patents (1976-2016). The task is: Predict the reactants needed to synthesize the given product. (1) Given the product [CH3:1][C@H:2]1[CH2:7][N:6]2[N:8]=[CH:9][C:10]([N:11]3[CH2:15][CH:14]([S:16][CH3:27])[CH2:13][C:12]3=[O:17])=[C:5]2[CH2:4][N:3]1[C:18]([O:20][C:21]([CH3:23])([CH3:22])[CH3:24])=[O:19], predict the reactants needed to synthesize it. The reactants are: [CH3:1][C@H:2]1[CH2:7][N:6]2[N:8]=[CH:9][C:10]([N:11]3[CH2:15][CH:14]([SH:16])[CH2:13][C:12]3=[O:17])=[C:5]2[CH2:4][N:3]1[C:18]([O:20][C:21]([CH3:24])([CH3:23])[CH3:22])=[O:19].[H-].[Na+].[CH3:27]I. (2) Given the product [NH2:22][C:21]1[C:16]2[N:17]([C:13]([C@@H:12]3[CH2:11][CH2:10][CH2:9][N:8]4[C:4]([CH:1]5[CH2:3][CH2:2]5)=[N:5][N:6]=[C:7]34)=[N:14][C:15]=2[C:34]2[CH:35]=[CH:36][C:37]([C:38]([NH:40][C:41]3[CH:46]=[C:45]([C:47]([F:50])([F:49])[F:48])[CH:44]=[CH:43][N:42]=3)=[O:39])=[CH:51][CH:52]=2)[CH:18]=[CH:19][N:20]=1, predict the reactants needed to synthesize it. The reactants are: [CH:1]1([C:4]2[N:8]3[CH2:9][CH2:10][CH2:11][C@@H:12]([C:13]4[N:17]5[CH:18]=[CH:19][N:20]=[C:21]([NH:22]CC6C=CC(OC)=CC=6OC)[C:16]5=[C:15]([C:34]5[CH:52]=[CH:51][C:37]([C:38]([NH:40][C:41]6[CH:46]=[C:45]([C:47]([F:50])([F:49])[F:48])[CH:44]=[CH:43][N:42]=6)=[O:39])=[CH:36][CH:35]=5)[N:14]=4)[C:7]3=[N:6][N:5]=2)[CH2:3][CH2:2]1. (3) Given the product [CH2:10]([C:2]1[CH:3]=[N:4][CH:5]=[C:6]([Br:8])[CH:7]=1)[C:11]1[CH:16]=[CH:15][CH:14]=[CH:13][CH:12]=1, predict the reactants needed to synthesize it. The reactants are: Br[C:2]1[CH:3]=[N:4][CH:5]=[C:6]([Br:8])[CH:7]=1.[Br-].[CH2:10]([Zn+])[C:11]1[CH:16]=[CH:15][CH:14]=[CH:13][CH:12]=1. (4) Given the product [Cl:1][C:2]1[CH:32]=[CH:31][C:5]([O:6][CH2:7][CH2:8][C:9]([N:17]=[C:18]([C:25]2[CH:30]=[CH:29][CH:28]=[CH:27][CH:26]=2)[C:19]2[CH:24]=[CH:23][CH:22]=[CH:21][CH:20]=2)([CH2:44][CH2:45][CH2:46][CH2:47][B:48]2[O:52][C:51]([CH3:54])([CH3:53])[C:50]([CH3:55])([CH3:56])[O:49]2)[C:10]([O:12][C:13]([CH3:16])([CH3:15])[CH3:14])=[O:11])=[CH:4][CH:3]=1, predict the reactants needed to synthesize it. The reactants are: [Cl:1][C:2]1[CH:32]=[CH:31][C:5]([O:6][CH2:7][CH2:8][CH:9]([N:17]=[C:18]([C:25]2[CH:30]=[CH:29][CH:28]=[CH:27][CH:26]=2)[C:19]2[CH:24]=[CH:23][CH:22]=[CH:21][CH:20]=2)[C:10]([O:12][C:13]([CH3:16])([CH3:15])[CH3:14])=[O:11])=[CH:4][CH:3]=1.C[Si]([N-][Si](C)(C)C)(C)C.[Na+].I[CH2:44][CH2:45][CH2:46][CH2:47][B:48]1[O:52][C:51]([CH3:54])([CH3:53])[C:50]([CH3:56])([CH3:55])[O:49]1.O. (5) The reactants are: Cl[C:2]1[C:6]2[CH:7]=[C:8]([N+:11]([O-:13])=[O:12])[CH:9]=[CH:10][C:5]=2[S:4][N:3]=1.[CH3:14][C:15]1[CH:19]=[C:18]([CH3:20])[NH:17][N:16]=1.N1C=CC=CC=1. Given the product [CH3:14][C:15]1[CH:19]=[C:18]([CH3:20])[N:17]([C:2]2[C:6]3[CH:7]=[C:8]([N+:11]([O-:13])=[O:12])[CH:9]=[CH:10][C:5]=3[S:4][N:3]=2)[N:16]=1, predict the reactants needed to synthesize it. (6) Given the product [C:10]([O:14][C:15]([N:17]1[CH2:22][CH2:21][CH:20]([NH:23][C:25]([O:27][CH2:28][C:29]2[CH:34]=[CH:33][CH:32]=[CH:31][CH:30]=2)=[O:26])[CH2:19][CH2:18]1)=[O:16])([CH3:13])([CH3:11])[CH3:12], predict the reactants needed to synthesize it. The reactants are: C(N(C(C)C)CC)(C)C.[C:10]([O:14][C:15]([N:17]1[CH2:22][CH2:21][CH:20]([NH2:23])[CH2:19][CH2:18]1)=[O:16])([CH3:13])([CH3:12])[CH3:11].Cl[C:25]([O:27][CH2:28][C:29]1[CH:34]=[CH:33][CH:32]=[CH:31][CH:30]=1)=[O:26]. (7) Given the product [CH:1]1([NH:6][C:7]2[C:12]([CH3:13])=[C:11]([CH3:14])[N:10]=[C:9]([NH:15][CH2:16][C:17]3[CH:22]=[CH:21][CH:20]=[CH:19][N:18]=3)[N:8]=2)[CH2:3][CH2:4][CH2:5]1, predict the reactants needed to synthesize it. The reactants are: [CH:1]1([NH:6][C:7]2[C:12]([CH3:13])=[C:11]([CH3:14])[N:10]=[C:9]([NH:15][CH2:16][C:17]3[CH:22]=[CH:21][CH:20]=[CH:19][N:18]=3)[N:8]=2)[CH2:5][CH2:4][CH2:3]C1.C1(N)CCC1.